From a dataset of Catalyst prediction with 721,799 reactions and 888 catalyst types from USPTO. Predict which catalyst facilitates the given reaction. (1) Product: [CH2:17]([NH:19][C:2]1[CH:3]=[C:4]2[C:5]([CH:8]=[CH:9][C:10](=[O:12])[N:15]2[CH3:16])=[CH:6][N:7]=1)[CH3:18]. Reactant: Cl[C:2]1[N:7]=[CH:6][C:5](/[CH:8]=[CH:9]/[C:10]([O:12]CC)=O)=[C:4]([NH:15][CH3:16])[CH:3]=1.[CH2:17]([NH2:19])[CH3:18].C(=O)(O)[O-].[Na+]. The catalyst class is: 37. (2) Reactant: [CH3:1][O:2][C:3]1[CH:4]=[C:5]([CH2:11][C:12]#[N:13])[CH:6]=[CH:7][C:8]=1[O:9][CH3:10].[Cl:14][C:15]1[CH:22]=[CH:21][CH:20]=[C:19]([Cl:23])[C:16]=1[CH:17]=O.[OH-:24].[NH4+]. Product: [Cl:14][C:15]1[CH:22]=[CH:21][CH:20]=[C:19]([Cl:23])[C:16]=1[CH:17]1[C:6]2[C:5](=[CH:4][C:3]([O:2][CH3:1])=[C:8]([O:9][CH3:10])[CH:7]=2)[CH2:11][C:12](=[O:24])[NH:13]1. The catalyst class is: 6.